From a dataset of NCI-60 drug combinations with 297,098 pairs across 59 cell lines. Regression. Given two drug SMILES strings and cell line genomic features, predict the synergy score measuring deviation from expected non-interaction effect. (1) Drug 1: C1CCN(CC1)CCOC2=CC=C(C=C2)C(=O)C3=C(SC4=C3C=CC(=C4)O)C5=CC=C(C=C5)O. Drug 2: CC1CCC2CC(C(=CC=CC=CC(CC(C(=O)C(C(C(=CC(C(=O)CC(OC(=O)C3CCCCN3C(=O)C(=O)C1(O2)O)C(C)CC4CCC(C(C4)OC)O)C)C)O)OC)C)C)C)OC. Cell line: MDA-MB-231. Synergy scores: CSS=20.1, Synergy_ZIP=-3.47, Synergy_Bliss=-7.96, Synergy_Loewe=-14.4, Synergy_HSA=-7.53. (2) Drug 1: C1=C(C(=O)NC(=O)N1)F. Drug 2: CCCS(=O)(=O)NC1=C(C(=C(C=C1)F)C(=O)C2=CNC3=C2C=C(C=N3)C4=CC=C(C=C4)Cl)F. Cell line: PC-3. Synergy scores: CSS=40.8, Synergy_ZIP=8.70, Synergy_Bliss=9.33, Synergy_Loewe=6.22, Synergy_HSA=8.26.